Predict the reactants needed to synthesize the given product. From a dataset of Full USPTO retrosynthesis dataset with 1.9M reactions from patents (1976-2016). (1) Given the product [C:2]1([C:23]2[CH:28]=[CH:27][CH:26]=[CH:25][CH:24]=2)[CH:22]=[CH:21][CH:20]=[CH:19][C:3]=1[CH:4]([N:5]([CH:16]1[CH2:18][CH2:17]1)[C:6]([C:8]1[C:9]([CH3:15])=[N:10][N:11]([CH3:14])[C:12]=1[F:13])=[O:7])[CH3:32], predict the reactants needed to synthesize it. The reactants are: Br[C:2]1[CH:22]=[CH:21][CH:20]=[CH:19][C:3]=1[CH2:4][N:5]([CH:16]1[CH2:18][CH2:17]1)[C:6]([C:8]1[C:9]([CH3:15])=[N:10][N:11]([CH3:14])[C:12]=1[F:13])=[O:7].[C:23]1(B(O)O)[CH:28]=[CH:27][CH:26]=[CH:25][CH:24]=1.[C:32](=O)([O-])[O-].[K+].[K+].CCCCCCC.C(OCC)(=O)C. (2) Given the product [F:1][C:2]1[CH:7]=[CH:6][C:5]([F:8])=[CH:4][C:3]=1[CH:9]([S:20][C:21]1[CH:22]=[N:23][C:24]([C:27]([F:29])([F:28])[F:30])=[CH:25][CH:26]=1)[C:10]1[C:11]([CH3:19])=[CH:12][C:13]([C:16]([NH2:38])=[O:18])=[N:14][CH:15]=1, predict the reactants needed to synthesize it. The reactants are: [F:1][C:2]1[CH:7]=[CH:6][C:5]([F:8])=[CH:4][C:3]=1[CH:9]([S:20][C:21]1[CH:22]=[N:23][C:24]([C:27]([F:30])([F:29])[F:28])=[CH:25][CH:26]=1)[C:10]1[C:11]([CH3:19])=[CH:12][C:13]([C:16]([OH:18])=O)=[N:14][CH:15]=1.F[P-](F)(F)(F)(F)F.[N:38]1(O[P+](N2CCCC2)(N2CCCC2)N2CCCC2)C2C=CC=CC=2N=N1.ON1C2C=CC=CC=2N=N1.[Cl-].[NH4+].C(N(C(C)C)C(C)C)C. (3) The reactants are: [N+:1]([C:4]1[CH:5]=[C:6]([C:10]2[CH2:11][CH2:12][NH:13][CH2:14][CH:15]=2)[CH:7]=[CH:8][CH:9]=1)([O-:3])=[O:2].Br[CH2:17][CH2:18][CH2:19][NH:20][C:21](=[O:27])[O:22][C:23]([CH3:26])([CH3:25])[CH3:24].C([O-])([O-])=O.[K+].[K+].C(N(C(C)C)CC)(C)C. Given the product [N+:1]([C:4]1[CH:5]=[C:6]([C:10]2[CH2:15][CH2:14][N:13]([CH2:17][CH2:18][CH2:19][NH:20][C:21](=[O:27])[O:22][C:23]([CH3:26])([CH3:25])[CH3:24])[CH2:12][CH:11]=2)[CH:7]=[CH:8][CH:9]=1)([O-:3])=[O:2], predict the reactants needed to synthesize it. (4) Given the product [Cl:33][C:31]1[N:30]=[N:29][C:28]([O:11][C:5]2[C:6]([CH3:10])=[CH:7][CH:8]=[CH:9][C:4]=2[CH:1]2[CH2:3][CH2:2]2)=[C:27]([OH:26])[CH:32]=1, predict the reactants needed to synthesize it. The reactants are: [CH:1]1([C:4]2[CH:9]=[CH:8][CH:7]=[C:6]([CH3:10])[C:5]=2[OH:11])[CH2:3][CH2:2]1.ClC1C=CC=CC=1Cl.CC(C)([O-])C.[K+].[OH:26][C:27]1[CH:32]=[C:31]([Cl:33])[N:30]=[N:29][C:28]=1Cl. (5) Given the product [CH3:4][C:3]1([CH2:7][OH:8])[CH2:5][O:6][CH:13]([C:12]2[C:15]([O:21][CH3:22])=[CH:16][C:17]([O:19][CH3:20])=[CH:18][C:11]=2[O:10][CH3:9])[O:1][CH2:2]1, predict the reactants needed to synthesize it. The reactants are: [OH:1][CH2:2][C:3]([CH2:7][OH:8])([CH2:5][OH:6])[CH3:4].[CH3:9][O:10][C:11]1[CH:18]=[C:17]([O:19][CH3:20])[CH:16]=[C:15]([O:21][CH3:22])[C:12]=1[CH:13]=O.S(=O)(=O)(O)O.C(N(CC)CC)C. (6) Given the product [CH:1]1([CH2:7][O:8][C:9]2[C:13]([C:14]([NH2:15])=[O:18])=[C:12]([S:16][CH3:17])[S:11][N:10]=2)[CH2:2][CH2:3][CH2:4][CH2:5][CH2:6]1, predict the reactants needed to synthesize it. The reactants are: [CH:1]1([CH2:7][O:8][C:9]2[C:13]([C:14]#[N:15])=[C:12]([S:16][CH3:17])[S:11][N:10]=2)[CH2:6][CH2:5][CH2:4][CH2:3][CH2:2]1.[OH:18]O.O.